This data is from TCR-epitope binding with 47,182 pairs between 192 epitopes and 23,139 TCRs. The task is: Binary Classification. Given a T-cell receptor sequence (or CDR3 region) and an epitope sequence, predict whether binding occurs between them. (1) The epitope is FPPTSFGPL. The TCR CDR3 sequence is CASSQDRVIFATQYF. Result: 0 (the TCR does not bind to the epitope). (2) The epitope is VLWAHGFEL. The TCR CDR3 sequence is CASSSEWGSGELFF. Result: 1 (the TCR binds to the epitope). (3) The epitope is FLNGSCGSV. The TCR CDR3 sequence is CASSPDWDTEAFF. Result: 1 (the TCR binds to the epitope). (4) The epitope is LPPAYTNSF. The TCR CDR3 sequence is CASSYGENTEAFF. Result: 1 (the TCR binds to the epitope). (5) The epitope is RIFTIGTVTLK. The TCR CDR3 sequence is CASSHKRGGEKLFF. Result: 1 (the TCR binds to the epitope). (6) The epitope is RLRAEAQVK. The TCR CDR3 sequence is CASSYSGLDYSGANVLTF. Result: 0 (the TCR does not bind to the epitope). (7) The epitope is KAYNVTQAF. The TCR CDR3 sequence is CASRHGELFF. Result: 1 (the TCR binds to the epitope).